From a dataset of Reaction yield outcomes from USPTO patents with 853,638 reactions. Predict the reaction yield, written as a fraction of the theoretical maximum amount of product (1.0 means a 100% yield; for example, 0.34 means a 34% yield). The reactants are C[O:2][C:3]([C:5]1[CH:10]=[CH:9][N:8]=[C:7]2[NH:11][C:12]([C:14]3[CH:18]=[CH:17][S:16][CH:15]=3)=[N:13][C:6]=12)=[O:4].O[Li].O. The catalyst is C1COCC1.O. The product is [S:16]1[CH:17]=[CH:18][C:14]([C:12]2[NH:11][C:7]3=[N:8][CH:9]=[CH:10][C:5]([C:3]([OH:4])=[O:2])=[C:6]3[N:13]=2)=[CH:15]1. The yield is 0.810.